This data is from Forward reaction prediction with 1.9M reactions from USPTO patents (1976-2016). The task is: Predict the product of the given reaction. (1) The product is: [CH3:1][O:2][C:3]1[CH:8]=[CH:7][CH:6]=[CH:5][C:4]=1[N:9]1[CH:13]=[C:12]([C:14]2[CH:19]=[CH:18][CH:17]=[CH:16][CH:15]=2)[N:11]=[C:10]1[C:20]1[C:21]([NH2:25])=[N:22][O:23][N:24]=1. Given the reactants [CH3:1][O:2][C:3]1[CH:8]=[CH:7][CH:6]=[CH:5][C:4]=1[N:9]1[CH2:13][CH:12]([C:14]2[CH:19]=[CH:18][CH:17]=[CH:16][CH:15]=2)[N:11]=[C:10]1[C:20]1[C:21]([NH2:25])=[N:22][O:23][N:24]=1.C(C1C(=O)C(Cl)=C(Cl)C(=O)C=1C#N)#N, predict the reaction product. (2) Given the reactants C(OC([N:8]1[CH:12]=[CH:11][CH:10]=[C:9]1[C:13]1[CH:18]=[CH:17][CH:16]=[C:15]([S:19](=[O:22])(=[O:21])[NH2:20])[CH:14]=1)=O)(C)(C)C.CC(O)=O.[ClH:27].O1CCOCC1, predict the reaction product. The product is: [NH:8]1[CH2:12][CH2:11][CH2:10][CH:9]1[C:13]1[CH:14]=[C:15]([S:19]([NH2:20])(=[O:21])=[O:22])[CH:16]=[CH:17][CH:18]=1.[ClH:27]. (3) Given the reactants O=[C:2]1[C:10]2[C:5](=[CH:6][CH:7]=[CH:8][CH:9]=2)[CH:4]([C:11]([O:13][CH3:14])=[O:12])[CH2:3]1.[CH3:15][O:16][C:17]1[CH:22]=[CH:21][C:20]([C@@H:23]([NH2:25])[CH3:24])=[CH:19][CH:18]=1.O.C1(C)C=CC(S(O)(=O)=O)=CC=1.S([O-])([O-])(=O)=O.[Mg+2].[BH4-].[Na+], predict the reaction product. The product is: [CH3:15][O:16][C:17]1[CH:22]=[CH:21][C:20]([C@@H:23]([NH:25][C@@H:2]2[C:10]3[C:5](=[CH:6][CH:7]=[CH:8][CH:9]=3)[CH:4]([C:11]([O:13][CH3:14])=[O:12])[CH2:3]2)[CH3:24])=[CH:19][CH:18]=1. (4) Given the reactants C(N(C(C)C)CC)(C)C.[N+:10]([C:13]1[CH:18]=[CH:17][C:16]([S:19]([N:22]2[CH2:27][CH2:26][CH:25]([NH2:28])[CH2:24][CH2:23]2)(=[O:21])=[O:20])=[CH:15][CH:14]=1)([O-:12])=[O:11].[C:29](Cl)(=[O:32])[CH:30]=[CH2:31], predict the reaction product. The product is: [N+:10]([C:13]1[CH:14]=[CH:15][C:16]([S:19]([N:22]2[CH2:23][CH2:24][CH:25]([NH:28][C:29](=[O:32])[CH:30]=[CH2:31])[CH2:26][CH2:27]2)(=[O:20])=[O:21])=[CH:17][CH:18]=1)([O-:12])=[O:11]. (5) Given the reactants [Cl-].O[NH3+:3].[C:4](=[O:7])([O-])[OH:5].[Na+].CS(C)=O.[CH2:13]([C:15]1[N:16]=[C:17]([CH2:47][CH2:48][CH3:49])[N:18]([CH2:32][C:33]2[CH:38]=[CH:37][C:36]([C:39]3[C:40]([C:45]#[N:46])=[CH:41][CH:42]=[CH:43][CH:44]=3)=[CH:35][CH:34]=2)[C:19](=[O:31])[C:20]=1[C:21]1[CH:26]=[CH:25][C:24]([O:27][CH:28]([CH3:30])[CH3:29])=[CH:23][CH:22]=1)[CH3:14], predict the reaction product. The product is: [CH2:13]([C:15]1[N:16]=[C:17]([CH2:47][CH2:48][CH3:49])[N:18]([CH2:32][C:33]2[CH:34]=[CH:35][C:36]([C:39]3[CH:44]=[CH:43][CH:42]=[CH:41][C:40]=3[C:45]3[NH:3][C:4](=[O:7])[O:5][N:46]=3)=[CH:37][CH:38]=2)[C:19](=[O:31])[C:20]=1[C:21]1[CH:22]=[CH:23][C:24]([O:27][CH:28]([CH3:29])[CH3:30])=[CH:25][CH:26]=1)[CH3:14]. (6) Given the reactants [CH3:1][O:2][C:3]1[C:4]2[N:5]([N:15]=[CH:16][C:17]=2[C:18]([O:20]CC)=[O:19])[CH:6]=[C:7]([C:9]2[CH:10]=[N:11][N:12]([CH3:14])[CH:13]=2)[CH:8]=1.[OH-].[Na+].Cl, predict the reaction product. The product is: [CH3:1][O:2][C:3]1[C:4]2[N:5]([N:15]=[CH:16][C:17]=2[C:18]([OH:20])=[O:19])[CH:6]=[C:7]([C:9]2[CH:10]=[N:11][N:12]([CH3:14])[CH:13]=2)[CH:8]=1. (7) Given the reactants C1(P(C2C=CC=CC=2)C2C=CC=CC=2)C=CC=CC=1.Br[C:21]1[CH:22]=[N:23][C:24]([C:27]2[CH:32]=[CH:31][CH:30]=[CH:29][CH:28]=2)=[N:25][CH:26]=1.C([Sn](CCCC)(CCCC)[C:38]([O:40]CC)=[CH2:39])CCC.Cl.C(=O)(O)[O-].[Na+], predict the reaction product. The product is: [C:27]1([C:24]2[N:23]=[CH:22][C:21]([C:38](=[O:40])[CH3:39])=[CH:26][N:25]=2)[CH:32]=[CH:31][CH:30]=[CH:29][CH:28]=1.